Task: Predict the product of the given reaction.. Dataset: Forward reaction prediction with 1.9M reactions from USPTO patents (1976-2016) (1) Given the reactants [N+:1]([C:4]1[CH:9]=[CH:8][C:7]([N:10]2[CH2:15][CH2:14][CH:13]([C:16]([O:18]C)=[O:17])[CH2:12][CH2:11]2)=[CH:6][CH:5]=1)([O-:3])=[O:2].[OH-].[Na+], predict the reaction product. The product is: [N+:1]([C:4]1[CH:9]=[CH:8][C:7]([N:10]2[CH2:11][CH2:12][CH:13]([C:16]([OH:18])=[O:17])[CH2:14][CH2:15]2)=[CH:6][CH:5]=1)([O-:3])=[O:2]. (2) Given the reactants [NH2:1][N:2]1[N:11]=[C:10]([N:12]2[CH2:17][CH2:16][O:15][CH2:14][CH2:13]2)[C:9]2[C:4](=[CH:5][CH:6]=[CH:7][CH:8]=2)[C:3]1=[O:18].[F:19][C:20]([F:33])([F:32])[O:21][C:22]1[CH:27]=[CH:26][C:25]([CH2:28][C:29](O)=[O:30])=[CH:24][CH:23]=1, predict the reaction product. The product is: [N:12]1([C:10]2[C:9]3[C:4](=[CH:5][CH:6]=[CH:7][CH:8]=3)[C:3](=[O:18])[N:2]([NH:1][C:29](=[O:30])[CH2:28][C:25]3[CH:26]=[CH:27][C:22]([O:21][C:20]([F:32])([F:19])[F:33])=[CH:23][CH:24]=3)[N:11]=2)[CH2:17][CH2:16][O:15][CH2:14][CH2:13]1. (3) Given the reactants [F:1][C:2]1[CH:7]=[CH:6][C:5]([C:8]2[C:13]([C:14]([O:16][CH3:17])=[O:15])=[CH:12][CH:11]=[C:10]([CH3:18])[N:9]=2)=[CH:4][CH:3]=1.C1C=C(Cl)C=C(C(OO)=[O:27])C=1, predict the reaction product. The product is: [F:1][C:2]1[CH:7]=[CH:6][C:5]([C:8]2[C:13]([C:14]([O:16][CH3:17])=[O:15])=[CH:12][CH:11]=[C:10]([CH3:18])[N+:9]=2[O-:27])=[CH:4][CH:3]=1. (4) Given the reactants [CH3:1][O:2][C:3](=[O:24])[CH:4]([CH2:18][CH2:19]OCCN)[C:5]1[C:13]2[C:8](=[CH:9][CH:10]=[CH:11][CH:12]=2)[N:7]([C:14]([O:16][CH3:17])=[O:15])[CH:6]=1.[C:25]([N:28]1[CH2:35][CH2:34][CH2:33][C@H:29]1[C:30]([OH:32])=O)(=[O:27])[CH3:26].O[N:37]1C(=O)C[CH2:39][C:38]1=O.C1(N=C=NC2CCCCC2)CCCCC1, predict the reaction product. The product is: [CH3:1][O:2][C:3](=[O:24])[CH:4]([CH2:18][CH2:19][CH2:39][CH2:38][NH:37][C:30]([CH:29]1[CH2:33][CH2:34][CH2:35][N:28]1[C:25](=[O:27])[CH3:26])=[O:32])[C:5]1[C:13]2[C:8](=[CH:9][CH:10]=[CH:11][CH:12]=2)[N:7]([C:14]([O:16][CH3:17])=[O:15])[CH:6]=1. (5) Given the reactants [F:1][C:2]1[CH:3]=[C:4]2[C:9](=[CH:10][CH:11]=1)[CH:8]=[N:7][C:6]([NH:12][C:13](=[O:45])[O:14][CH2:15][C@@H:16]([N:31]([CH3:44])[C:32]([NH:34][CH2:35][C:36]1[CH:41]=[CH:40][CH:39]=[C:38]([F:42])[C:37]=1[Cl:43])=[O:33])[CH2:17][CH2:18][CH2:19][N:20]1C(=O)C3C(=CC=CC=3)C1=O)=[CH:5]2.NN, predict the reaction product. The product is: [F:1][C:2]1[CH:3]=[C:4]2[C:9](=[CH:10][CH:11]=1)[CH:8]=[N:7][C:6]([NH:12][C:13](=[O:45])[O:14][CH2:15][C@@H:16]([N:31]([CH3:44])[C:32]([NH:34][CH2:35][C:36]1[CH:41]=[CH:40][CH:39]=[C:38]([F:42])[C:37]=1[Cl:43])=[O:33])[CH2:17][CH2:18][CH2:19][NH2:20])=[CH:5]2. (6) Given the reactants N1C=CC=C(CN)C=1.[F:9][C:10]1[CH:11]=[C:12]([CH:15]=[CH:16][C:17]=1[F:18])[CH2:13][NH2:14].[F:19][C:20]1[CH:42]=[CH:41][C:23]([CH2:24][N:25]2[C@@H:29]([CH3:30])[CH2:28][N:27]([C:31]3[S:32][C:33]([C:37](O)=[O:38])=[C:34]([CH3:36])[N:35]=3)[C:26]2=[O:40])=[CH:22][CH:21]=1.FC1C=CC(CN2[C@H](C)CN(C3SC(C(O)=O)=C(C)N=3)C2=O)=CC=1, predict the reaction product. The product is: [F:9][C:10]1[CH:11]=[C:12]([CH:15]=[CH:16][C:17]=1[F:18])[CH2:13][NH:14][C:37]([C:33]1[S:32][C:31]([N:27]2[CH2:28][C@@H:29]([CH3:30])[N:25]([CH2:24][C:23]3[CH:41]=[CH:42][C:20]([F:19])=[CH:21][CH:22]=3)[C:26]2=[O:40])=[N:35][C:34]=1[CH3:36])=[O:38]. (7) Given the reactants [ClH:1].[CH3:2][CH2:3][C@@:4]1([OH:32])[C:9](=[O:10])[O:8][CH2:7][C:6]2[C:11]([N:13]3[C:17](=[CH:18][C:5]1=2)[C:16]1[N:19]=[C:20]2[C:25](=[CH:26][C:15]=1[CH2:14]3)[C:24]([CH2:27][N:28]([CH3:30])[CH3:29])=[C:23]([OH:31])[CH:22]=[CH:21]2)=[O:12].CC(O)=O, predict the reaction product. The product is: [CH3:2][CH2:3][C@@:4]1([OH:32])[C:9](=[O:10])[O:8][CH2:7][C:6]2[C:11]([N:13]3[C:17](=[CH:18][C:5]1=2)[C:16]1[N:19]=[C:20]2[CH:21]=[CH:22][C:23]([OH:31])=[C:24]([CH2:27][N:28]([CH3:29])[CH3:30])[C:25]2=[CH:26][C:15]=1[CH2:14]3)=[O:12].[ClH:1]. (8) Given the reactants [C:1]([C:5]1[CH:10]=[CH:9][C:8]([C:11]2[S:12][CH:13]=[C:14]([C:17]([CH3:19])=O)[C:15]=2[OH:16])=[CH:7][CH:6]=1)([CH3:4])([CH3:3])[CH3:2].[NH:20]([C:22]([NH:24][C:25]1[CH:33]=[CH:32][C:28]([C:29]([OH:31])=[O:30])=[CH:27][CH:26]=1)=[S:23])[NH2:21].Cl, predict the reaction product. The product is: [C:1]([C:5]1[CH:10]=[CH:9][C:8]([C:11]2[S:12][CH:13]=[C:14]([C:17](=[N:21][NH:20][C:22]([NH:24][C:25]3[CH:33]=[CH:32][C:28]([C:29]([OH:31])=[O:30])=[CH:27][CH:26]=3)=[S:23])[CH3:19])[C:15]=2[OH:16])=[CH:7][CH:6]=1)([CH3:4])([CH3:3])[CH3:2]. (9) Given the reactants [F:1][C:2]1[CH:3]=[C:4]([C:35]2[C:36]([C:41]#[N:42])=[CH:37][CH:38]=[CH:39][CH:40]=2)[CH:5]=[CH:6][C:7]=1[CH2:8][C:9]1[C:10](=[O:34])[N:11]([C@H:21]2[CH2:26][CH2:25][C@H:24]([O:27][C@H:28]3[C@@H:32]([OH:33])[CH2:31][O:30][CH2:29]3)[CH2:23][CH2:22]2)[C:12]2[N:13]([N:18]=[CH:19][N:20]=2)[C:14]=1[CH2:15][CH2:16][CH3:17].CC(OI1(OC(C)=O)(OC(C)=O)OC(=O)C2C1=CC=CC=2)=O.C(=O)([O-])O.[Na+].S([O-])([O-])(=O)=S.[Na+].[Na+], predict the reaction product. The product is: [F:1][C:2]1[CH:3]=[C:4]([C:35]2[C:36]([C:41]#[N:42])=[CH:37][CH:38]=[CH:39][CH:40]=2)[CH:5]=[CH:6][C:7]=1[CH2:8][C:9]1[C:10](=[O:34])[N:11]([C@H:21]2[CH2:22][CH2:23][C@H:24]([O:27][C@H:28]3[C:32](=[O:33])[CH2:31][O:30][CH2:29]3)[CH2:25][CH2:26]2)[C:12]2[N:13]([N:18]=[CH:19][N:20]=2)[C:14]=1[CH2:15][CH2:16][CH3:17].